From a dataset of KCNQ2 potassium channel screen with 302,405 compounds. Binary Classification. Given a drug SMILES string, predict its activity (active/inactive) in a high-throughput screening assay against a specified biological target. (1) The drug is O=c1[nH]c2c(nc1NCc1ccccc1)cccc2. The result is 0 (inactive). (2) The result is 0 (inactive). The molecule is O(Cc1cc([N+]([O-])=O)ccc1)C(=O)c1c2c([nH]c(=O)c1)cccc2. (3) The compound is S\1C(=S)N(CCC(=O)N2CCN(CC2)C)C(=O)C1=C/c1ccc(CC)cc1. The result is 0 (inactive). (4) The compound is O1c2cc3c(c(c4n(nnn4)c4ccc(OC)cc4)cnc3cc2OC1)C. The result is 0 (inactive). (5) The drug is O=C(N1CC(N2CCN(CC2)c2c(OC)cccc2)CCC1)CCC(=O)N(C)C. The result is 0 (inactive). (6) The result is 0 (inactive). The drug is Clc1c(CONc2ncnc3nonc23)cccc1. (7) The molecule is Clc1cc(C(=O)NCC(=O)N\N=C(/CCC(O)=O)c2ccccc2)ccc1. The result is 0 (inactive). (8) The molecule is Brc1ccc(C(=O)NNC(=O)c2sc(nc2C)C)cc1. The result is 0 (inactive). (9) The compound is Clc1c(nn(c1)C)C(=O)N\N=C\c1ccc(cc1)C. The result is 0 (inactive).